This data is from Catalyst prediction with 721,799 reactions and 888 catalyst types from USPTO. The task is: Predict which catalyst facilitates the given reaction. (1) Reactant: Br[CH2:2][C:3]([C:5]1[CH:10]=[CH:9][C:8]([N+:11]([O-:13])=[O:12])=[CH:7][CH:6]=1)=[O:4].C1N2CN3CN(C2)C[N:15]1C3.[ClH:24]. Product: [ClH:24].[NH2:15][CH2:2][C:3]([C:5]1[CH:10]=[CH:9][C:8]([N+:11]([O-:13])=[O:12])=[CH:7][CH:6]=1)=[O:4]. The catalyst class is: 429. (2) Reactant: [C:1]([O:4][CH2:5][C:6]1[CH:7]=[CH:8][C:9]2[O:14][C:13](=[O:15])[C:12]([C:16]([OH:18])=[O:17])=[CH:11][C:10]=2[CH:19]=1)(=[O:3])[CH3:2].[I:20][C:21]1[CH:26]=[CH:25][CH:24]=[CH:23][C:22]=1O.N1C=CC=CC=1. Product: [C:1]([O:4][CH2:5][C:6]1[CH:7]=[CH:8][C:9]2[O:14][C:13](=[O:15])[C:12]([C:16]([O:18][C:22]3[CH:23]=[CH:24][CH:25]=[CH:26][C:21]=3[I:20])=[O:17])=[CH:11][C:10]=2[CH:19]=1)(=[O:3])[CH3:2]. The catalyst class is: 12. (3) Reactant: C[O:2][C:3](=[O:12])[C:4]1[CH:9]=[CH:8][CH:7]=[CH:6][C:5]=1CN.[CH3:13][N:14]1[CH:18]=[CH:17][N:16]=[C:15]1[CH:19]=O.[C:21]([BH3-])#[N:22].[Na+].[C:25](O)(=O)[CH3:26]. Product: [CH3:13][N:14]1[CH:18]=[CH:17][N:16]=[C:15]1[CH2:19][N:22]([CH2:21][C:7]1[CH:6]=[CH:5][C:4]([C:3]([OH:2])=[O:12])=[CH:9][CH:8]=1)[CH2:19][C:15]1[N:14]([CH3:13])[CH:25]=[CH:26][N:16]=1. The catalyst class is: 5. (4) Reactant: [S-:1][C:2]#[N:3].[NH4+].[C:5](Cl)(=[O:7])[CH3:6].[CH3:9][C:10]1[CH:16]=[CH:15][C:13]([NH2:14])=[CH:12][C:11]=1[N+:17]([O-:19])=[O:18].CS(C)=O. Product: [C:5]([NH:3][C:2]([NH:14][C:13]1[CH:15]=[CH:16][C:10]([CH3:9])=[C:11]([N+:17]([O-:19])=[O:18])[CH:12]=1)=[S:1])(=[O:7])[CH3:6]. The catalyst class is: 21. (5) The catalyst class is: 5. Reactant: [C:1]([O:9][CH2:10][C@@H:11]1[S:15][CH:14]([N:16]2[CH:31]=[CH:30][C:20]([NH:21][C:22](=[O:29])[C:23]3[CH:28]=[CH:27][CH:26]=[CH:25][CH:24]=3)=[N:19][C:17]2=[O:18])[CH2:13][O:12]1)(=[O:8])[C:2]1[CH:7]=[CH:6][CH:5]=[CH:4][CH:3]=1. Product: [C:1]([O:9][CH2:10][C@@H:11]1[S:15][C@H:14]([N:16]2[CH:31]=[CH:30][C:20]([NH:21][C:22](=[O:29])[C:23]3[CH:28]=[CH:27][CH:26]=[CH:25][CH:24]=3)=[N:19][C:17]2=[O:18])[CH2:13][O:12]1)(=[O:8])[C:2]1[CH:7]=[CH:6][CH:5]=[CH:4][CH:3]=1. (6) Reactant: [Cl:1][C:2]1[CH:3]=[C:4]([CH:8]=[C:9]([OH:12])[C:10]=1[OH:11])[C:5]([OH:7])=[O:6].Cl[Si](C)(C)[CH3:15]. Product: [Cl:1][C:2]1[CH:3]=[C:4]([CH:8]=[C:9]([OH:12])[C:10]=1[OH:11])[C:5]([O:7][CH3:15])=[O:6]. The catalyst class is: 5. (7) Reactant: [Br:1][C:2]1[C:11]([C:12]([O:14][CH3:15])=[O:13])=[C:10]2[C:5]([NH:6][C:7]([CH3:18])([CH3:17])[C:8](=[O:16])[NH:9]2)=[CH:4][CH:3]=1.CI.[C:21](=O)([O-])[O-].C(OCC)(=O)C. Product: [Br:1][C:2]1[C:11]([C:12]([O:14][CH3:15])=[O:13])=[C:10]2[C:5]([NH:6][C:7]([CH3:18])([CH3:17])[C:8](=[O:16])[N:9]2[CH3:21])=[CH:4][CH:3]=1. The catalyst class is: 35. (8) Reactant: Br[C:2]1[C:3]([C:24]2[CH:29]=[CH:28][N:27]=[CH:26][CH:25]=2)=[C:4]([C:17]2[CH:22]=[CH:21][CH:20]=[C:19]([Cl:23])[CH:18]=2)[N:5]([Si](C(C)C)(C(C)C)C(C)C)[CH:6]=1.[CH3:30][C:31]1[CH:36]=[CH:35][C:34]([C@H:37]2[CH2:45][N:44]3[C@H:39]([CH2:40][C:41](=O)[CH2:42][CH2:43]3)[CH2:38]2)=[CH:33][CH:32]=1.C(OCC)(=O)C.C(N)(C)C. Product: [Cl:23][C:19]1[CH:18]=[C:17]([C:4]2[NH:5][CH:6]=[C:2]([C:41]3[CH2:42][CH2:43][N:44]4[C@H:39]([CH:40]=3)[CH2:38][C@@H:37]([C:34]3[CH:35]=[CH:36][C:31]([CH3:30])=[CH:32][CH:33]=3)[CH2:45]4)[C:3]=2[C:24]2[CH:29]=[CH:28][N:27]=[CH:26][CH:25]=2)[CH:22]=[CH:21][CH:20]=1. The catalyst class is: 5. (9) Reactant: [CH2:1]([N:5]1[N:6]([CH3:28])[C:7]([C:24]([CH3:27])([CH3:26])[CH3:25])=[CH:8]/[C:9]/1=[N:10]\[C:11](=[O:23])[C:12]1[CH:17]=[C:16]([C:18]([F:21])([F:20])[F:19])[CH:15]=[CH:14][C:13]=1F)[CH2:2][CH2:3][CH3:4].[SH:29][CH2:30][CH:31]([OH:33])[CH3:32].C(=O)([O-])[O-].[K+].[K+].O. Product: [CH2:1]([N:5]1[N:6]([CH3:28])[C:7]([C:24]([CH3:26])([CH3:27])[CH3:25])=[CH:8]/[C:9]/1=[N:10]\[C:11](=[O:23])[C:12]1[CH:17]=[C:16]([C:18]([F:21])([F:20])[F:19])[CH:15]=[CH:14][C:13]=1[S:29][CH2:30][CH:31]([OH:33])[CH3:32])[CH2:2][CH2:3][CH3:4]. The catalyst class is: 3. (10) Reactant: [N-:1]=[N+]=[N-].[Na+].[NH2:5][CH2:6][C:7]1([C:17]2[S:18][C:19]([C:22]3[CH:23]=[C:24]([NH:29][C:30]4[N:35]=[C:34]([C:36]([F:39])([F:38])[F:37])[CH:33]=[CH:32][N:31]=4)[CH:25]=[C:26]([CH3:28])[CH:27]=3)=[CH:20][N:21]=2)[CH2:16][CH2:15][C:10]2(OCC[O:11]2)[CH2:9][CH2:8]1.CS(O)(=O)=O. Product: [NH2:5][CH2:6][C:7]1([C:17]2[S:18][C:19]([C:22]3[CH:23]=[C:24]([NH:29][C:30]4[N:35]=[C:34]([C:36]([F:38])([F:37])[F:39])[CH:33]=[CH:32][N:31]=4)[CH:25]=[C:26]([CH3:28])[CH:27]=3)=[CH:20][N:21]=2)[CH2:8][CH2:9][NH:1][C:10](=[O:11])[CH2:15][CH2:16]1. The catalyst class is: 22.